Dataset: Catalyst prediction with 721,799 reactions and 888 catalyst types from USPTO. Task: Predict which catalyst facilitates the given reaction. (1) Reactant: [Cl:1][C:2]([Cl:36])([Cl:35])[CH2:3][O:4][C:5](=[O:34])[NH:6][C:7]1[CH:12]=[CH:11][C:10]([S:13][C:14]2[CH:19]=[CH:18][C:17]([C:20](=[O:30])[N:21]([C:23]3[CH:28]=[CH:27][C:26]([F:29])=[CH:25][CH:24]=3)[CH3:22])=[CH:16][C:15]=2[N+:31]([O-])=O)=[CH:9][CH:8]=1.[NH4+].[Cl-]. Product: [Cl:35][C:2]([Cl:1])([Cl:36])[CH2:3][O:4][C:5](=[O:34])[NH:6][C:7]1[CH:12]=[CH:11][C:10]([S:13][C:14]2[CH:19]=[CH:18][C:17]([C:20](=[O:30])[N:21]([C:23]3[CH:28]=[CH:27][C:26]([F:29])=[CH:25][CH:24]=3)[CH3:22])=[CH:16][C:15]=2[NH2:31])=[CH:9][CH:8]=1. The catalyst class is: 292. (2) Reactant: [CH2:1]([NH:8][CH:9]([CH2:12][CH2:13][OH:14])[CH2:10][OH:11])[C:2]1[CH:7]=[CH:6][CH:5]=[CH:4][CH:3]=1.C(N(CC)CC)C.[Cl:22][CH:23]([CH3:27])[C:24](Cl)=[O:25]. Product: [CH2:1]([N:8]([CH:9]([CH2:12][CH2:13][OH:14])[CH2:10][OH:11])[C:24](=[O:25])[CH:23]([Cl:22])[CH3:27])[C:2]1[CH:7]=[CH:6][CH:5]=[CH:4][CH:3]=1. The catalyst class is: 32. (3) Reactant: [NH2:1][C:2]1[C:11]([F:12])=[C:10](F)[C:9]([CH3:14])=[C:8]2[C:3]=1[C:4](=[O:22])[C:5]([C:19]([OH:21])=[O:20])=[CH:6][N:7]2[C@@H:15]1[CH2:17][C@@H:16]1[F:18].[C:23]([O:27][C:28]([NH:30][C:31]1([C@H:34]2[CH2:38][NH:37][CH2:36][C@H:35]2[F:39])[CH2:33][CH2:32]1)=[O:29])([CH3:26])([CH3:25])[CH3:24].CN1CCCCC1. The catalyst class is: 16. Product: [NH2:1][C:2]1[C:11]([F:12])=[C:10]([N:37]2[CH2:38][C@H:34]([C:31]3([NH:30][C:28]([O:27][C:23]([CH3:25])([CH3:24])[CH3:26])=[O:29])[CH2:32][CH2:33]3)[C@H:35]([F:39])[CH2:36]2)[C:9]([CH3:14])=[C:8]2[C:3]=1[C:4](=[O:22])[C:5]([C:19]([OH:21])=[O:20])=[CH:6][N:7]2[C@@H:15]1[CH2:17][C@@H:16]1[F:18]. (4) Product: [OH:14][N:13]=[C:8]([C:2](=[O:1])[CH2:3][C:4]([O:6][CH3:7])=[O:5])[C:9]([O:11][CH3:12])=[O:10]. The catalyst class is: 86. Reactant: [O:1]=[C:2]([CH2:8][C:9]([O:11][CH3:12])=[O:10])[CH2:3][C:4]([O:6][CH3:7])=[O:5].[N:13]([O-])=[O:14].[Na+]. (5) The catalyst class is: 1. Reactant: [CH3:1][O:2][C:3]([C:5]1[CH:6]=[C:7]2[C:11](=[CH:12][CH:13]=1)[NH:10][N:9]=[C:8]2[CH2:14][OH:15])=[O:4].ClCCl.C1(C)C=CC(S([O-])(=O)=O)=CC=1.[NH+]1C=CC=CC=1.[O:36]1[CH:41]=[CH:40][CH2:39][CH2:38][CH2:37]1. Product: [CH3:1][O:2][C:3]([C:5]1[CH:6]=[C:7]2[C:11](=[CH:12][CH:13]=1)[NH:10][N:9]=[C:8]2[CH2:14][O:15][CH:37]1[CH2:38][CH2:39][CH2:40][CH2:41][O:36]1)=[O:4].